From a dataset of Reaction yield outcomes from USPTO patents with 853,638 reactions. Predict the reaction yield, written as a fraction of the theoretical maximum amount of product (1.0 means a 100% yield; for example, 0.34 means a 34% yield). (1) The reactants are [CH3:1][O:2][C:3](=[O:15])[C:4](O)=[CH:5][C:6](=O)[C:7]1[CH:8]=[N:9][CH:10]=[CH:11][CH:12]=1.Cl.[Cl:17][C:18]1[CH:19]=[C:20]([NH:25][NH2:26])[CH:21]=[CH:22][C:23]=1[Cl:24]. The catalyst is CCO. The product is [ClH:17].[CH3:1][O:2][C:3]([C:4]1[CH:5]=[C:6]([C:7]2[CH:8]=[N:9][CH:10]=[CH:11][CH:12]=2)[N:25]([C:20]2[CH:21]=[CH:22][C:23]([Cl:24])=[C:18]([Cl:17])[CH:19]=2)[N:26]=1)=[O:15]. The yield is 0.700. (2) The reactants are [CH3:1][C:2]1([CH3:28])[O:6][CH:5]([CH2:7][CH2:8][O:9][C:10]2[CH:17]=[C:16]([F:18])[CH:15]=[C:14]([NH:19][C:20]3[CH:25]=[CH:24][C:23]([I:26])=[CH:22][C:21]=3[F:27])[C:11]=2[C:12]#[N:13])[CH2:4][O:3]1.[OH-].[Na+].OO.C(O)(=[O:35])C. The catalyst is CS(C)=O.O. The product is [CH3:1][C:2]1([CH3:28])[O:6][CH:5]([CH2:7][CH2:8][O:9][C:10]2[CH:17]=[C:16]([F:18])[CH:15]=[C:14]([NH:19][C:20]3[CH:25]=[CH:24][C:23]([I:26])=[CH:22][C:21]=3[F:27])[C:11]=2[C:12]([NH2:13])=[O:35])[CH2:4][O:3]1. The yield is 0.330.